From a dataset of Peptide-MHC class I binding affinity with 185,985 pairs from IEDB/IMGT. Regression. Given a peptide amino acid sequence and an MHC pseudo amino acid sequence, predict their binding affinity value. This is MHC class I binding data. (1) The binding affinity (normalized) is 0. The MHC is Mamu-A01 with pseudo-sequence Mamu-A01. The peptide sequence is DTMTKLREL. (2) The peptide sequence is CSPRGPSC. The MHC is Mamu-A01 with pseudo-sequence Mamu-A01. The binding affinity (normalized) is 0.543. (3) The peptide sequence is SEYKGPVTDV. The MHC is HLA-B40:02 with pseudo-sequence HLA-B40:02. The binding affinity (normalized) is 0.711. (4) The MHC is HLA-B07:02 with pseudo-sequence HLA-B07:02. The peptide sequence is LLYKQLNFT. The binding affinity (normalized) is 0.0847. (5) The binding affinity (normalized) is 0.119. The peptide sequence is KTSTLIFFV. The MHC is HLA-B54:01 with pseudo-sequence HLA-B54:01. (6) The peptide sequence is LFLIVAALVF. The MHC is HLA-A23:01 with pseudo-sequence HLA-A23:01. The binding affinity (normalized) is 0.964.